Predict the reactants needed to synthesize the given product. From a dataset of Full USPTO retrosynthesis dataset with 1.9M reactions from patents (1976-2016). Given the product [CH3:1][C:2]1[O:6][C:5]([C:7]([NH:9][C:10]([C:13]2[N:19]([CH3:20])[C:17](=[O:18])[C:16]([OH:21])=[C:15]([C:22]([NH:24][CH2:25][C:26]3[CH:27]=[CH:28][C:29]([F:32])=[CH:30][CH:31]=3)=[O:23])[N:14]=2)([CH3:12])[CH3:11])=[O:8])=[N:4][N:3]=1.[Ba:34], predict the reactants needed to synthesize it. The reactants are: [CH3:1][C:2]1[O:6][C:5]([C:7]([NH:9][C:10]([C:13]2[N:19]([CH3:20])[C:17](=[O:18])[C:16]([OH:21])=[C:15]([C:22]([NH:24][CH2:25][C:26]3[CH:27]=[CH:28][C:29]([F:32])=[CH:30][CH:31]=3)=[O:23])[N:14]=2)([CH3:12])[CH3:11])=[O:8])=[N:4][N:3]=1.[OH-].[Ba+2:34].[OH-].